The task is: Predict which catalyst facilitates the given reaction.. This data is from Catalyst prediction with 721,799 reactions and 888 catalyst types from USPTO. (1) Reactant: Br[C:2]1[CH:3]=[C:4]2[C:8](=[CH:9][CH:10]=1)[N:7]([C:11]1[CH:12]=[N:13][CH:14]=[CH:15][CH:16]=1)[CH:6]=[CH:5]2.[B:17]1([B:17]2[O:21][C:20]([CH3:23])([CH3:22])[C:19]([CH3:25])([CH3:24])[O:18]2)[O:21][C:20]([CH3:23])([CH3:22])[C:19]([CH3:25])([CH3:24])[O:18]1.C([O-])(=O)C.[K+].C(Cl)Cl. Product: [N:13]1[CH:14]=[CH:15][CH:16]=[C:11]([N:7]2[C:8]3[C:4](=[CH:3][C:2]([B:17]4[O:21][C:20]([CH3:23])([CH3:22])[C:19]([CH3:25])([CH3:24])[O:18]4)=[CH:10][CH:9]=3)[CH:5]=[CH:6]2)[CH:12]=1. The catalyst class is: 873. (2) Reactant: [C:1]1(C)[C:2]([S:7](Cl)(=[O:9])=[O:8])=[CH:3][CH:4]=[CH:5][CH:6]=1.[OH:12][CH2:13][C@@H:14]1[O:19][CH2:18][CH2:17][N:16]([C:20]([O:22][C:23]([CH3:26])([CH3:25])[CH3:24])=[O:21])[CH2:15]1.[CH2:27](N(CC)CC)C. Product: [S:7]([O:12][CH2:13][C@@H:14]1[O:19][CH2:18][CH2:17][N:16]([C:20]([O:22][C:23]([CH3:26])([CH3:25])[CH3:24])=[O:21])[CH2:15]1)([C:2]1[CH:1]=[CH:6][C:5]([CH3:27])=[CH:4][CH:3]=1)(=[O:8])=[O:9]. The catalyst class is: 166. (3) Reactant: [CH3:1][N:2]1[C:7]2[N:8]=[CH:9][N:10]=[C:11]([C:12]3[CH:17]=[CH:16][CH:15]=[CH:14][CH:13]=3)[C:6]=2[CH2:5][CH:4]=[N:3]1.[BH4-].[Na+].B(O)(O)O. Product: [CH3:1][N:2]1[C:7]2[N:8]=[CH:9][N:10]=[C:11]([C:12]3[CH:17]=[CH:16][CH:15]=[CH:14][CH:13]=3)[C:6]=2[CH2:5][CH2:4][NH:3]1. The catalyst class is: 5. (4) The catalyst class is: 2. Product: [O:13]=[C:12]1[N:8]([C:4]2[CH:5]=[CH:6][CH:7]=[C:2]([NH:1][C:44]([C:40]3[CH:39]=[N:38][CH:43]=[CH:42][CH:41]=3)=[O:45])[CH:3]=2)[CH2:9][CH:10]([C:14]([NH:16][CH:17]([C:24]2[CH:25]=[N:26][CH:27]=[CH:28][CH:29]=2)[CH2:18][C:19]([O:21][CH2:22][CH3:23])=[O:20])=[O:15])[CH2:11]1. Reactant: [NH2:1][C:2]1[CH:3]=[C:4]([N:8]2[C:12](=[O:13])[CH2:11][CH:10]([C:14]([NH:16][CH:17]([C:24]3[CH:25]=[N:26][CH:27]=[CH:28][CH:29]=3)[CH2:18][C:19]([O:21][CH2:22][CH3:23])=[O:20])=[O:15])[CH2:9]2)[CH:5]=[CH:6][CH:7]=1.C(N(CC)CC)C.Cl.[N:38]1[CH:43]=[CH:42][CH:41]=[C:40]([C:44](Cl)=[O:45])[CH:39]=1. (5) Reactant: [OH:1][C:2]1[CH:11]=[C:10]2[C:5]([C:6]([O:12][C:13]3[CH:14]=[C:15]4[C:19](=[CH:20][CH:21]=3)[NH:18][CH:17]=[C:16]4[CH3:22])=[N:7][CH:8]=[N:9]2)=[CH:4][C:3]=1[O:23][CH3:24].C(=O)([O-])[O-].[K+].[K+].Cl[CH2:32][CH2:33][CH2:34][N:35]1[CH2:40][CH2:39][O:38][CH2:37][CH2:36]1. Product: [CH3:24][O:23][C:3]1[CH:4]=[C:5]2[C:10](=[CH:11][C:2]=1[O:1][CH2:32][CH2:33][CH2:34][N:35]1[CH2:40][CH2:39][O:38][CH2:37][CH2:36]1)[N:9]=[CH:8][N:7]=[C:6]2[O:12][C:13]1[CH:14]=[C:15]2[C:19](=[CH:20][CH:21]=1)[NH:18][CH:17]=[C:16]2[CH3:22]. The catalyst class is: 3. (6) Reactant: [F:1][C:2]([F:23])([F:22])[C:3]([C:18]([F:21])([F:20])[F:19])(O)[CH2:4][CH2:5][CH2:6][Si:7]([O:14][CH2:15][CH3:16])([O:11][CH2:12][CH3:13])[O:8]CC. Product: [CH2:15]([O:14][Si:7]1([O:11][CH2:12][CH3:13])[CH2:6][CH:5]=[CH:4][C:3]([C:2]([F:22])([F:23])[F:1])([C:18]([F:19])([F:21])[F:20])[O:8]1)[CH3:16]. The catalyst class is: 11. (7) Reactant: [C:1]([C:4]1[C:12]2[C:7](=[CH:8][CH:9]=[C:10]([F:13])[CH:11]=2)[N:6]([C:14]2[C:23]3[C:18](=[CH:19][CH:20]=[CH:21][CH:22]=3)[N:17]=[CH:16][CH:15]=2)[CH:5]=1)(O)=[O:2].S(Cl)([Cl:26])=O. Product: [Cl:26][C:1]([C:4]1[C:12]2[C:7](=[CH:8][CH:9]=[C:10]([F:13])[CH:11]=2)[N:6]([C:14]2[C:23]3[C:18](=[CH:19][CH:20]=[CH:21][CH:22]=3)[N:17]=[CH:16][CH:15]=2)[CH:5]=1)=[O:2]. The catalyst class is: 9.